From a dataset of Catalyst prediction with 721,799 reactions and 888 catalyst types from USPTO. Predict which catalyst facilitates the given reaction. (1) Reactant: [C:1]([O:5][C:6]([N:8]1[CH:13]([C:14]([OH:16])=[O:15])[CH:12]2[CH2:17][CH:9]1[CH2:10][CH2:11]2)=[O:7])([CH3:4])([CH3:3])[CH3:2].C(N(CC)CC)C.[C:25]([O:29][C:30]([N:32]1[CH2:36][CH2:35][CH2:34][CH:33]1[C:37]([O:39][CH2:40][C:41]([C:43]1[CH:44]=[CH:45][C:46]2[C:52]3[CH:53]=[CH:54][C:55]([C:57](=[O:60])[CH2:58]Br)=[CH:56][C:51]=3[CH2:50][O:49][CH2:48][C:47]=2[CH:61]=1)=[O:42])=[O:38])=[O:31])([CH3:28])([CH3:27])[CH3:26]. Product: [C:1]([O:5][C:6]([N:8]1[CH:13]([C:14]([O:16][CH2:58][C:57]([C:55]2[CH:54]=[CH:53][C:52]3[C:46]4[CH:45]=[CH:44][C:43]([C:41](=[O:42])[CH2:40][O:39][C:37]([CH:33]5[CH2:34][CH2:35][CH2:36][N:32]5[C:30]([O:29][C:25]([CH3:27])([CH3:26])[CH3:28])=[O:31])=[O:38])=[CH:61][C:47]=4[CH2:48][O:49][CH2:50][C:51]=3[CH:56]=2)=[O:60])=[O:15])[CH:12]2[CH2:17][CH:9]1[CH2:10][CH2:11]2)=[O:7])([CH3:4])([CH3:2])[CH3:3]. The catalyst class is: 444. (2) Reactant: [CH3:1][N:2]1[C:6]([CH3:7])=[C:5]([C:8]2[C:13]([C:14]([O:16][CH2:17][CH3:18])=[O:15])=[C:12]([CH3:19])[N:11]=[C:10](S(C)(=O)=O)[N:9]=2)[CH:4]=[N:3]1.[NH2:24][C@@H:25]1[CH2:30][CH2:29][CH2:28][CH2:27][C@@H:26]1[NH:31][C:32](=[O:38])[O:33][C:34]([CH3:37])([CH3:36])[CH3:35].CCN(CC)CC. Product: [C:34]([O:33][C:32]([NH:31][C@H:26]1[CH2:27][CH2:28][CH2:29][CH2:30][C@H:25]1[NH:24][C:10]1[N:9]=[C:8]([C:5]2[CH:4]=[N:3][N:2]([CH3:1])[C:6]=2[CH3:7])[C:13]([C:14]([O:16][CH2:17][CH3:18])=[O:15])=[C:12]([CH3:19])[N:11]=1)=[O:38])([CH3:37])([CH3:35])[CH3:36]. The catalyst class is: 44. (3) The catalyst class is: 12. Reactant: C([Sn](CCCC)(CCCC)[C:6]1[O:7][C:8]([Sn](CCCC)(CCCC)CCCC)=[CH:9][CH:10]=1)CCC.[CH2:32]([O:39][C:40]1[CH:41]=[C:42]([N+:47]([O-:49])=[O:48])[CH:43]=[CH:44][C:45]=1Br)[C:33]1[CH:38]=[CH:37][CH:36]=[CH:35][CH:34]=1. Product: [CH2:32]([O:39][C:40]1[CH:41]=[C:42]([N+:47]([O-:49])=[O:48])[CH:43]=[CH:44][C:45]=1[C:8]1[O:7][C:6]([C:45]2[CH:44]=[CH:43][C:42]([N+:47]([O-:49])=[O:48])=[CH:41][C:40]=2[O:39][CH2:32][C:33]2[CH:34]=[CH:35][CH:36]=[CH:37][CH:38]=2)=[CH:10][CH:9]=1)[C:33]1[CH:38]=[CH:37][CH:36]=[CH:35][CH:34]=1. (4) Reactant: [Cl:1][C:2]1[CH:3]=[CH:4][C:5]([S:8][CH2:9][C:10]([OH:12])=O)=[N:6][CH:7]=1.CN(C(ON1N=NC2C=CC=NC1=2)=[N+](C)C)C.F[P-](F)(F)(F)(F)F.[CH3:37][C:38]1[CH:39]=[CH:40][CH:41]=[C:42]2[C:47]=1[NH:46][CH2:45][CH2:44][CH2:43]2.CCN(C(C)C)C(C)C. Product: [Cl:1][C:2]1[CH:3]=[CH:4][C:5]([S:8][CH2:9][C:10]([N:46]2[C:47]3[C:42](=[CH:41][CH:40]=[CH:39][C:38]=3[CH3:37])[CH2:43][CH2:44][CH2:45]2)=[O:12])=[N:6][CH:7]=1. The catalyst class is: 59.